Dataset: Reaction yield outcomes from USPTO patents with 853,638 reactions. Task: Predict the reaction yield, written as a fraction of the theoretical maximum amount of product (1.0 means a 100% yield; for example, 0.34 means a 34% yield). (1) The reactants are Cl[C:2]1[N:7]=[C:6]([NH:8][C:9]([C:11]2([C:14]3[CH:24]=[CH:23][C:17]4[O:18][C:19]([F:22])([F:21])[O:20][C:16]=4[CH:15]=3)[CH2:13][CH2:12]2)=[O:10])[CH:5]=[CH:4][C:3]=1[CH3:25].C(=O)([O-])[O-].[K+].[K+].[CH3:32][S:33]([CH2:36][CH2:37][N:38]1[CH:43]=[C:42](B2OC(C)(C)C(C)(C)O2)[CH:41]=[CH:40][C:39]1=[O:53])(=[O:35])=[O:34].FC(F)(F)C(O)=O. The catalyst is ClCCl.C1C=CC([P]([Pd]([P](C2C=CC=CC=2)(C2C=CC=CC=2)C2C=CC=CC=2)([P](C2C=CC=CC=2)(C2C=CC=CC=2)C2C=CC=CC=2)[P](C2C=CC=CC=2)(C2C=CC=CC=2)C2C=CC=CC=2)(C2C=CC=CC=2)C2C=CC=CC=2)=CC=1.COCCOC. The product is [F:21][C:19]1([F:22])[O:18][C:17]2[CH:23]=[CH:24][C:14]([C:11]3([C:9]([NH:8][C:6]4[CH:5]=[CH:4][C:3]([CH3:25])=[C:2]([C:42]5[CH:41]=[CH:40][C:39](=[O:53])[N:38]([CH2:37][CH2:36][S:33]([CH3:32])(=[O:34])=[O:35])[CH:43]=5)[N:7]=4)=[O:10])[CH2:13][CH2:12]3)=[CH:15][C:16]=2[O:20]1. The yield is 0.0350. (2) The reactants are [H-].[Na+].[N:3]1[CH:8]=[CH:7][CH:6]=[C:5]([C:9]#[C:10][CH2:11][NH:12][C:13](=[O:19])[O:14][C:15]([CH3:18])([CH3:17])[CH3:16])[CH:4]=1.I[CH3:21]. The catalyst is C1COCC1. The product is [CH3:21][N:12]([CH2:11][C:10]#[C:9][C:5]1[CH:4]=[N:3][CH:8]=[CH:7][CH:6]=1)[C:13](=[O:19])[O:14][C:15]([CH3:16])([CH3:18])[CH3:17]. The yield is 0.600. (3) The reactants are [OH:1][CH2:2][CH2:3][O:4][CH:5]1[CH2:10][CH2:9][N:8]([C:11]([O:13][C:14]([CH3:17])([CH3:16])[CH3:15])=[O:12])[CH2:7][CH2:6]1.O[N:19]1[C:23](=[O:24])[C:22]2=[CH:25][CH:26]=[CH:27][CH:28]=[C:21]2[C:20]1=[O:29].C1(P(C2C=CC=CC=2)C2C=CC=CC=2)C=CC=CC=1.CC(OC(/N=N/C(OC(C)C)=O)=O)C. The catalyst is C1COCC1. The product is [O:29]=[C:20]1[C:21]2[C:22](=[CH:25][CH:26]=[CH:27][CH:28]=2)[C:23](=[O:24])[N:19]1[O:1][CH2:2][CH2:3][O:4][CH:5]1[CH2:10][CH2:9][N:8]([C:11]([O:13][C:14]([CH3:17])([CH3:16])[CH3:15])=[O:12])[CH2:7][CH2:6]1. The yield is 0.480. (4) The reactants are [N:1]1([C:6]([NH:8][C:9]([S:11][CH3:12])=[NH:10])=[O:7])[CH:5]=[CH:4]N=C1.[F:13][C:14]([F:23])([F:22])[C:15]1[S:19]C(CN)=[CH:17][CH:16]=1. The catalyst is O1CCCC1. The product is [F:13][C:14]([F:23])([F:22])[C:15]1[S:19][C:4]([CH2:5][NH:1][C:6]([NH:8][C:9]([S:11][CH3:12])=[NH:10])=[O:7])=[CH:17][CH:16]=1. The yield is 0.710. (5) The reactants are Cl[C:2]1[CH:9]=[CH:8][CH:7]=[C:6]([CH2:10][OH:11])[C:3]=1[C:4]#[N:5].[O:12]1[CH2:17][CH2:16][O:15][C:14]2[CH:18]=[C:19](C3C(C)=C(CO)C=CC=3)[CH:20]=[CH:21][C:13]1=2. No catalyst specified. The product is [O:12]1[CH2:17][CH2:16][O:15][C:14]2[CH:18]=[C:19]([C:2]3[CH:9]=[CH:8][CH:7]=[C:6]([CH2:10][OH:11])[C:3]=3[C:4]#[N:5])[CH:20]=[CH:21][C:13]1=2. The yield is 0.600. (6) The reactants are [OH:1][C:2]1[CH:3]=[C:4]2[C:9](=[CH:10][CH:11]=1)[NH:8][C:7]([C:12]([OH:14])=O)=[CH:6][C:5]2=[O:15].C(N(CC)CC)C.Cl.[F:24][C:25]1[CH:37]=[CH:36][C:28]([CH2:29][CH:30]2[CH2:35][CH2:34][NH:33][CH2:32][CH2:31]2)=[CH:27][CH:26]=1.CN(C(ON1N=NC2C=CC=CC1=2)=[N+](C)C)C.F[P-](F)(F)(F)(F)F. The catalyst is CN(C)C=O. The product is [F:24][C:25]1[CH:26]=[CH:27][C:28]([CH2:29][CH:30]2[CH2:31][CH2:32][N:33]([C:12]([C:7]3[NH:8][C:9]4[C:4]([C:5](=[O:15])[CH:6]=3)=[CH:3][C:2]([OH:1])=[CH:11][CH:10]=4)=[O:14])[CH2:34][CH2:35]2)=[CH:36][CH:37]=1. The yield is 0.190.